Dataset: Forward reaction prediction with 1.9M reactions from USPTO patents (1976-2016). Task: Predict the product of the given reaction. (1) Given the reactants [C:1]([O-:4])([O-])=O.[K+].[K+].[Cl:7]C1C=CC=C(F)C=1CBr.CO[C:19]1[C:24](C)=[CH:23][C:22]([N:26]2[C:31](=[O:32])[N:30]([CH2:33][C:34]3[C:39](F)=[CH:38][C:37](F)=[CH:36][C:35]=3[F:42])[C:29]3[CH:43]=[CH:44][CH:45]=[CH:46][C:28]=3[S:27]2(=[O:48])=[O:47])=[CH:21][C:20]=1C.CN([CH:53]=[O:54])C, predict the reaction product. The product is: [Cl:7][C:39]1[CH:38]=[CH:37][CH:36]=[C:35]([F:42])[C:34]=1[CH2:33][N:30]1[C:29]2[CH:43]=[CH:44][CH:45]=[CH:46][C:28]=2[S:27](=[O:47])(=[O:48])[N:26]([C:22]2[CH:23]=[C:24]([O:54][CH3:53])[CH:19]=[C:20]([O:4][CH3:1])[CH:21]=2)[C:31]1=[O:32]. (2) Given the reactants Br[CH2:2]/[CH:3]=[CH:4]/[C:5]([NH:7][C:8]1[CH:9]=[C:10]2[C:15](=[CH:16][C:17]=1[O:18][CH3:19])[N:14]=[CH:13][N:12]=[C:11]2[NH:20][C:21]1[CH:26]=[CH:25][C:24]([O:27][CH2:28][C:29]2[CH:34]=[CH:33][CH:32]=[C:31]([F:35])[CH:30]=2)=[C:23]([Cl:36])[CH:22]=1)=[O:6].Cl.[O:38]1[C@H:43]2[CH2:44][NH:45][CH2:46][C@H:42]2[O:41][CH2:40][CH2:39]1.CCN(C(C)C)C(C)C, predict the reaction product. The product is: [Cl:36][C:23]1[CH:22]=[C:21]([NH:20][C:11]2[C:10]3[C:15](=[CH:16][C:17]([O:18][CH3:19])=[C:8]([NH:7][C:5](=[O:6])/[CH:4]=[CH:3]/[CH2:2][N:45]4[CH2:44][C@H:43]5[O:38][CH2:39][CH2:40][O:41][C@H:42]5[CH2:46]4)[CH:9]=3)[N:14]=[CH:13][N:12]=2)[CH:26]=[CH:25][C:24]=1[O:27][CH2:28][C:29]1[CH:34]=[CH:33][CH:32]=[C:31]([F:35])[CH:30]=1. (3) Given the reactants [Br:1][C:2]1[N:11]=[C:5]2[CH:6]=[CH:7][CH:8]=[C:9](Br)[N:4]2[N:3]=1.C(=O)([O-])[O-].[K+].[K+].[NH2:18][C@H:19]1[CH2:24][CH2:23][CH2:22][N:21]([C:25]([O:27][C:28]([CH3:31])([CH3:30])[CH3:29])=[O:26])[CH2:20]1, predict the reaction product. The product is: [Br:1][C:2]1[N:11]=[C:5]2[CH:6]=[CH:7][CH:8]=[C:9]([NH:18][C@H:19]3[CH2:24][CH2:23][CH2:22][N:21]([C:25]([O:27][C:28]([CH3:31])([CH3:30])[CH3:29])=[O:26])[CH2:20]3)[N:4]2[N:3]=1. (4) Given the reactants [Cl:1][C:2]1[CH:7]=[CH:6][C:5]([C:8]2[C:12]([CH2:13][OH:14])=[C:11]([C:15]([F:18])([F:17])[F:16])[S:10][N:9]=2)=[CH:4][CH:3]=1.C(N(CC)CC)C.[CH3:26][S:27](Cl)(=[O:29])=[O:28], predict the reaction product. The product is: [CH3:26][S:27]([O:14][CH2:13][C:12]1[C:8]([C:5]2[CH:6]=[CH:7][C:2]([Cl:1])=[CH:3][CH:4]=2)=[N:9][S:10][C:11]=1[C:15]([F:16])([F:18])[F:17])(=[O:29])=[O:28]. (5) Given the reactants N(C(OCC)=O)=NC(OCC)=O.C1(P(C2C=CC=CC=2)C2C=CC=CC=2)C=CC=CC=1.[OH:32][C:33]1[CH:34]=[CH:35][C:36]2[C:37]3[N:45]=[C:44]([C:46]4[CH:51]=[CH:50][C:49]([O:52][CH3:53])=[CH:48][CH:47]=4)[CH:43]=[C:42]([C:54]([NH2:56])=[O:55])[C:38]=3[NH:39][C:40]=2[CH:41]=1.[CH3:57][N:58]([CH3:62])[CH2:59][CH2:60]O, predict the reaction product. The product is: [CH3:57][N:58]([CH3:62])[CH2:59][CH2:60][O:32][C:33]1[CH:34]=[CH:35][C:36]2[C:37]3[N:45]=[C:44]([C:46]4[CH:47]=[CH:48][C:49]([O:52][CH3:53])=[CH:50][CH:51]=4)[CH:43]=[C:42]([C:54]([NH2:56])=[O:55])[C:38]=3[NH:39][C:40]=2[CH:41]=1.